Predict the reaction yield, written as a fraction of the theoretical maximum amount of product (1.0 means a 100% yield; for example, 0.34 means a 34% yield). From a dataset of Reaction yield outcomes from USPTO patents with 853,638 reactions. The reactants are [NH2:1][C:2]1[C:11]2[C:6](=[C:7](Br)[CH:8]=[CH:9][CH:10]=2)[N:5]=[N:4][C:3]=1[C:13]([NH:15][CH2:16][CH2:17][CH3:18])=[O:14].[CH3:19][O:20][C:21]1[CH:26]=[CH:25][C:24](B(O)O)=[CH:23][C:22]=1[CH3:30]. No catalyst specified. The product is [NH2:1][C:2]1[C:11]2[C:6](=[C:7]([C:24]3[CH:25]=[CH:26][C:21]([O:20][CH3:19])=[C:22]([CH3:30])[CH:23]=3)[CH:8]=[CH:9][CH:10]=2)[N:5]=[N:4][C:3]=1[C:13]([NH:15][CH2:16][CH2:17][CH3:18])=[O:14]. The yield is 0.750.